From a dataset of Catalyst prediction with 721,799 reactions and 888 catalyst types from USPTO. Predict which catalyst facilitates the given reaction. (1) Product: [CH2:1]([N:8]1[CH2:13][CH2:12][CH:11]([O:14][C:22]2[CH:23]=[CH:24][CH:25]=[C:20]([Cl:19])[N:21]=2)[CH2:10][C:9]1([CH3:16])[CH3:15])[C:2]1[CH:3]=[CH:4][CH:5]=[CH:6][CH:7]=1. The catalyst class is: 9. Reactant: [CH2:1]([N:8]1[CH2:13][CH2:12][CH:11]([OH:14])[CH2:10][C:9]1([CH3:16])[CH3:15])[C:2]1[CH:7]=[CH:6][CH:5]=[CH:4][CH:3]=1.[H-].[Na+].[Cl:19][C:20]1[CH:25]=[CH:24][CH:23]=[C:22](Cl)[N:21]=1. (2) Product: [CH2:30]([O:29][C:17]1[N:16]([CH2:15][C:12]2[CH:11]=[CH:10][C:9]([C:4]3[CH:5]=[CH:6][CH:7]=[CH:8][C:3]=3[C:1]3[NH:38][N:37]=[N:36][N:2]=3)=[CH:14][CH:13]=2)[C:20]2[C:21]([C:25]([O:27][CH3:28])=[O:26])=[CH:22][CH:23]=[CH:24][C:19]=2[N:18]=1)[CH3:31]. Reactant: [C:1]([C:3]1[CH:8]=[CH:7][CH:6]=[CH:5][C:4]=1[C:9]1[CH:14]=[CH:13][C:12]([CH2:15][N:16]2[C:20]3[C:21]([C:25]([O:27][CH3:28])=[O:26])=[CH:22][CH:23]=[CH:24][C:19]=3[N:18]=[C:17]2[O:29][CH2:30][CH3:31])=[CH:11][CH:10]=1)#[N:2].C[Sn]([N:36]=[N+:37]=[N-:38])(C)C. The catalyst class is: 11. (3) The catalyst class is: 7. Reactant: C([N-]C(C)C)(C)C.[Li+].[C:9]([O:13][C:14]([CH2:16][NH:17][CH2:18][C:19]([O:21][CH2:22][CH3:23])=[O:20])=[O:15])([CH3:12])([CH3:11])[CH3:10].[N+:24]([C:27]1[CH:34]=[CH:33][CH:32]=[CH:31][C:28]=1[CH:29]=[O:30])([O-:26])=[O:25].[CH3:35][Si:36](Cl)([CH3:38])[CH3:37]. Product: [C:9]([O:13][C:14]([CH2:16][NH:17][CH:18]([CH:29]([C:28]1[CH:31]=[CH:32][CH:33]=[CH:34][C:27]=1[N+:24]([O-:26])=[O:25])[O:30][Si:36]([CH3:38])([CH3:37])[CH3:35])[C:19]([O:21][CH2:22][CH3:23])=[O:20])=[O:15])([CH3:12])([CH3:11])[CH3:10]. (4) Product: [NH2:1][C:2]1[N:7]=[CH:6][C:5]([C:8]2[CH:29]=[CH:28][C:11]3[N:12]([C:24]([CH3:27])([CH3:26])[CH3:25])[C:13]([C:15]4[CH:16]=[C:17]([CH:20]=[CH:21][C:22]=4[N:31]4[CH:35]=[N:34][C:33]([CH3:36])=[N:32]4)[C:18]#[N:19])=[N:14][C:10]=3[CH:9]=2)=[CH:4][N:3]=1. Reactant: [NH2:1][C:2]1[N:7]=[CH:6][C:5]([C:8]2[CH:29]=[CH:28][C:11]3[N:12]([C:24]([CH3:27])([CH3:26])[CH3:25])[C:13]([C:15]4[CH:16]=[C:17]([CH:20]=[CH:21][C:22]=4F)[C:18]#[N:19])=[N:14][C:10]=3[CH:9]=2)=[CH:4][N:3]=1.C[N:31]1[CH2:35][N:34]=[CH:33][NH:32]1.[C:36]([O-])([O-])=O.[K+].[K+]. The catalyst class is: 16. (5) Reactant: [N+:1]([C:4]1[CH:13]=[CH:12][CH:11]=[CH:10][C:5]=1[C:6]([NH:8][NH2:9])=[O:7])([O-:3])=[O:2].Cl[C:15](OC(Cl)(Cl)Cl)=[O:16]. Product: [N+:1]([C:4]1[CH:13]=[CH:12][CH:11]=[CH:10][C:5]=1[C:6]1[O:7][C:15](=[O:16])[NH:9][N:8]=1)([O-:3])=[O:2]. The catalyst class is: 12. (6) Reactant: Cl[C:2]1[C:11]2[C:6](=[CH:7][C:8]([F:12])=[CH:9][CH:10]=2)[N:5]=[C:4]([C:13]2[CH:18]=[CH:17][CH:16]=[CH:15][C:14]=2[F:19])[C:3]=1[CH3:20].[Br:21][C:22]1[CH:23]=[CH:24][C:25]([N:29]2[CH2:34][CH2:33][O:32][CH2:31][CH2:30]2)=[C:26]([NH2:28])[CH:27]=1.Cl. Product: [Br:21][C:22]1[CH:23]=[CH:24][C:25]([N:29]2[CH2:30][CH2:31][O:32][CH2:33][CH2:34]2)=[C:26]([NH:28][C:2]2[C:11]3[C:6](=[CH:7][C:8]([F:12])=[CH:9][CH:10]=3)[N:5]=[C:4]([C:13]3[CH:18]=[CH:17][CH:16]=[CH:15][C:14]=3[F:19])[C:3]=2[CH3:20])[CH:27]=1. The catalyst class is: 169. (7) The catalyst class is: 12. Reactant: Br[C:2]1[CH:7]=[CH:6][C:5]([NH2:8])=[C:4]([CH3:9])[CH:3]=1.[B:10]1([B:10]2[O:14][C:13]([CH3:16])([CH3:15])[C:12]([CH3:18])([CH3:17])[O:11]2)[O:14][C:13]([CH3:16])([CH3:15])[C:12]([CH3:18])([CH3:17])[O:11]1.CC([O-])=O.[K+]. Product: [CH3:9][C:4]1[CH:3]=[C:2]([B:10]2[O:14][C:13]([CH3:16])([CH3:15])[C:12]([CH3:18])([CH3:17])[O:11]2)[CH:7]=[CH:6][C:5]=1[NH2:8].